Task: Predict the reaction yield, written as a fraction of the theoretical maximum amount of product (1.0 means a 100% yield; for example, 0.34 means a 34% yield).. Dataset: Reaction yield outcomes from USPTO patents with 853,638 reactions (1) The reactants are [Br:1][C:2]1[C:3]([CH2:9][O:10][C:11]2[CH:16]=[CH:15][C:14]([Cl:17])=[C:13]([Cl:18])[CH:12]=2)=[CH:4][C:5](Cl)=[N:6][CH:7]=1.O.O.[NH2:21][NH2:22]. The catalyst is O1CCOCC1. The product is [Br:1][C:2]1[C:3]([CH2:9][O:10][C:11]2[CH:16]=[CH:15][C:14]([Cl:17])=[C:13]([Cl:18])[CH:12]=2)=[CH:4][C:5]([NH:21][NH2:22])=[N:6][CH:7]=1. The yield is 0.930. (2) The reactants are [Cl-].O[NH3+:3].[C:4](=[O:7])([O-])[OH:5].[Na+].CS(C)=O.[CH2:13]([C:17]1[N:18]=[C:19]([CH3:48])[N:20]([CH2:39][C:40]2[CH:45]=[CH:44][C:43]([F:46])=[CH:42][C:41]=2[F:47])[C:21](=[O:38])[C:22]=1[CH2:23][C:24]1[CH:29]=[CH:28][C:27]([C:30]2[C:31]([C:36]#[N:37])=[CH:32][CH:33]=[CH:34][CH:35]=2)=[CH:26][CH:25]=1)[CH2:14][CH2:15][CH3:16]. The catalyst is C(OCC)(=O)C. The product is [CH2:13]([C:17]1[N:18]=[C:19]([CH3:48])[N:20]([CH2:39][C:40]2[CH:45]=[CH:44][C:43]([F:46])=[CH:42][C:41]=2[F:47])[C:21](=[O:38])[C:22]=1[CH2:23][C:24]1[CH:25]=[CH:26][C:27]([C:30]2[CH:35]=[CH:34][CH:33]=[CH:32][C:31]=2[C:36]2[NH:3][C:4](=[O:7])[O:5][N:37]=2)=[CH:28][CH:29]=1)[CH2:14][CH2:15][CH3:16]. The yield is 0.930. (3) The catalyst is C1COCC1. The yield is 0.940. The reactants are [OH:1][C:2]([C:56]1[S:57][CH:58]=[CH:59][CH:60]=1)([C:51]1[S:52][CH:53]=[CH:54][CH:55]=1)[C:3]([O:5][C@H:6]1[CH2:11][CH2:10][C@H:9]([N:12]([CH2:14][CH2:15][CH2:16][N:17]2[C:21]3[CH:22]=[CH:23][C:24]([CH2:26][NH:27][CH2:28][C@H:29]([O:42][Si](C(C)(C)C)(C)C)[C:30]4[CH:39]=[CH:38][C:37]([OH:40])=[C:36]5[C:31]=4[CH:32]=[CH:33][C:34](=[O:41])[NH:35]5)=[CH:25][C:20]=3[O:19][C:18]2=[O:50])[CH3:13])[CH2:8][CH2:7]1)=[O:4].[FH:61].F.F.C(N(CC)CC)C.C(#N)C. The product is [FH:61].[FH:61].[OH:1][C:2]([C:51]1[S:52][CH:53]=[CH:54][CH:55]=1)([C:56]1[S:57][CH:58]=[CH:59][CH:60]=1)[C:3]([O:5][C@H:6]1[CH2:11][CH2:10][C@H:9]([N:12]([CH2:14][CH2:15][CH2:16][N:17]2[C:21]3[CH:22]=[CH:23][C:24]([CH2:26][NH:27][CH2:28][C@H:29]([OH:42])[C:30]4[CH:39]=[CH:38][C:37]([OH:40])=[C:36]5[C:31]=4[CH:32]=[CH:33][C:34](=[O:41])[NH:35]5)=[CH:25][C:20]=3[O:19][C:18]2=[O:50])[CH3:13])[CH2:8][CH2:7]1)=[O:4]. (4) The reactants are [Br:1][C:2]1[CH:7]=[C:6]([CH3:8])[C:5]([N:9]2[CH2:13][CH2:12][NH:11][C:10]2=[O:14])=[C:4]([CH2:15][CH3:16])[CH:3]=1.[H-].[Na+].Br[CH2:20][C:21]([O:23][CH2:24][CH3:25])=[O:22]. The catalyst is CN(C=O)C. The product is [Br:1][C:2]1[CH:7]=[C:6]([CH3:8])[C:5]([N:9]2[CH2:13][CH2:12][N:11]([CH2:20][C:21]([O:23][CH2:24][CH3:25])=[O:22])[C:10]2=[O:14])=[C:4]([CH2:15][CH3:16])[CH:3]=1. The yield is 0.500. (5) The reactants are [F:1][C:2]1[CH:3]=[CH:4][C:5]([CH3:19])=[C:6]([C:8]2[CH:17]=[C:16]3[C:11]([CH:12]=[C:13]([NH2:18])[N:14]=[CH:15]3)=[CH:10][CH:9]=2)[CH:7]=1.C(N(CC)C(C)C)(C)C.[F:29][C:30]([F:41])([F:40])[C:31](O[C:31](=[O:32])[C:30]([F:41])([F:40])[F:29])=[O:32].O. The catalyst is ClCCl. The product is [F:29][C:30]([F:41])([F:40])[C:31]([NH:18][C:13]1[N:14]=[CH:15][C:16]2[C:11]([CH:12]=1)=[CH:10][CH:9]=[C:8]([C:6]1[CH:7]=[C:2]([F:1])[CH:3]=[CH:4][C:5]=1[CH3:19])[CH:17]=2)=[O:32]. The yield is 0.414. (6) The reactants are OC1C(=O)NN=C(CCC2C=CC=CC=2)C=1.C([O:24][C:25]1[N:26]=[N:27][C:28]([C:39]#[C:40][C:41]2[CH:46]=[CH:45][C:44]([C:47]([F:50])([F:49])[F:48])=[C:43]([CH3:51])[CH:42]=2)=[CH:29][C:30]=1[O:31]CC1C=CC=CC=1)C1C=CC=CC=1. The catalyst is C1COCC1. The product is [OH:31][C:30]1[C:25](=[O:24])[NH:26][N:27]=[C:28]([CH2:39][CH2:40][C:41]2[CH:46]=[CH:45][C:44]([C:47]([F:49])([F:48])[F:50])=[C:43]([CH3:51])[CH:42]=2)[CH:29]=1. The yield is 0.0400. (7) The reactants are [Si]([O:8][CH2:9][C@@H:10]([N:19]1[CH:24]=[CH:23][C:22]([C:25]2[CH:30]=[CH:29][N:28]=[C:27]([NH:31][C:32]3[CH:37]=[CH:36][N:35]=[C:34]([CH3:38])[N:33]=3)[N:26]=2)=[CH:21][C:20]1=[O:39])[C:11]1[CH:16]=[CH:15][C:14]([Cl:17])=[C:13]([F:18])[CH:12]=1)(C(C)(C)C)(C)C.[F-].C([N+](CCCC)(CCCC)CCCC)CCC.O. The catalyst is C1COCC1. The product is [Cl:17][C:14]1[CH:15]=[CH:16][C:11]([C@H:10]([N:19]2[CH:24]=[CH:23][C:22]([C:25]3[CH:30]=[CH:29][N:28]=[C:27]([NH:31][C:32]4[CH:37]=[CH:36][N:35]=[C:34]([CH3:38])[N:33]=4)[N:26]=3)=[CH:21][C:20]2=[O:39])[CH2:9][OH:8])=[CH:12][C:13]=1[F:18]. The yield is 0.180. (8) The reactants are [CH2:1]([C:5]1[N:6]=[C:7]([CH3:27])[NH:8][C:9](=[O:26])[C:10]=1[CH2:11][C:12]1[CH:17]=[CH:16][C:15]([C:18]2[C:19]([C:24]#[N:25])=[CH:20][CH:21]=[CH:22][CH:23]=2)=[CH:14][CH:13]=1)[CH2:2][CH2:3][CH3:4].[H-].[Na+].Br[CH2:31][C:32]1[S:33][CH:34]=[CH:35][CH:36]=1.[Cl-].O[NH3+:39].[C:40](=[O:43])([O-])[OH:41].[Na+]. The catalyst is C(OCC)(=O)C.CS(C)=O.CN(C)C=O. The product is [CH2:1]([C:5]1[N:6]=[C:7]([CH3:27])[N:8]([CH2:31][C:32]2[S:33][CH:34]=[CH:35][CH:36]=2)[C:9](=[O:26])[C:10]=1[CH2:11][C:12]1[CH:17]=[CH:16][C:15]([C:18]2[CH:23]=[CH:22][CH:21]=[CH:20][C:19]=2[C:24]2[NH:39][C:40](=[O:43])[O:41][N:25]=2)=[CH:14][CH:13]=1)[CH2:2][CH2:3][CH3:4]. The yield is 0.610. (9) The reactants are [CH2:1]([N:8]([C@H:28]([CH:30]1[CH2:32][CH2:31]1)[CH3:29])[C:9](=[O:27])[CH2:10][N:11]1[C:24](=[O:25])[C@:14]2([C:22]3[C:17](=[CH:18][C:19](Br)=[CH:20][CH:21]=3)[CH2:16][CH2:15]2)[NH:13][C:12]1=[O:26])[C:2]1[CH:7]=[CH:6][CH:5]=[CH:4][CH:3]=1.[C:33]([Si:35]([CH3:38])([CH3:37])[CH3:36])#[CH:34]. The catalyst is CN(C=O)C.CCN(CC)CC.C1C=CC([P]([Pd]([P](C2C=CC=CC=2)(C2C=CC=CC=2)C2C=CC=CC=2)([P](C2C=CC=CC=2)(C2C=CC=CC=2)C2C=CC=CC=2)[P](C2C=CC=CC=2)(C2C=CC=CC=2)C2C=CC=CC=2)(C2C=CC=CC=2)C2C=CC=CC=2)=CC=1.[Cu]I. The product is [CH2:1]([N:8]([C@H:28]([CH:30]1[CH2:32][CH2:31]1)[CH3:29])[C:9](=[O:27])[CH2:10][N:11]1[C:24](=[O:25])[C@:14]2([C:22]3[C:17](=[CH:18][C:19]([C:34]#[C:33][Si:35]([CH3:38])([CH3:37])[CH3:36])=[CH:20][CH:21]=3)[CH2:16][CH2:15]2)[NH:13][C:12]1=[O:26])[C:2]1[CH:7]=[CH:6][CH:5]=[CH:4][CH:3]=1. The yield is 0.410.